From a dataset of Peptide-MHC class I binding affinity with 185,985 pairs from IEDB/IMGT. Regression. Given a peptide amino acid sequence and an MHC pseudo amino acid sequence, predict their binding affinity value. This is MHC class I binding data. (1) The peptide sequence is KTPWDRFCK. The MHC is HLA-B07:02 with pseudo-sequence HLA-B07:02. The binding affinity (normalized) is 0.0847. (2) The peptide sequence is NPTSETMYL. The MHC is HLA-B51:01 with pseudo-sequence HLA-B51:01. The binding affinity (normalized) is 0. (3) The peptide sequence is VLVKSPNHV. The MHC is HLA-A02:01 with pseudo-sequence HLA-A02:01. The binding affinity (normalized) is 0.312. (4) The peptide sequence is IQYPLWWGH. The MHC is HLA-B48:01 with pseudo-sequence HLA-B48:01. The binding affinity (normalized) is 0.0847. (5) The peptide sequence is SVITQACPK. The MHC is HLA-A02:01 with pseudo-sequence HLA-A02:01. The binding affinity (normalized) is 0. (6) The peptide sequence is NGPVTSTV. The MHC is Mamu-A01 with pseudo-sequence Mamu-A01. The binding affinity (normalized) is 0.235. (7) The peptide sequence is MTQNISNDK. The binding affinity (normalized) is 0.0847. The MHC is HLA-A80:01 with pseudo-sequence HLA-A80:01. (8) The peptide sequence is SSMINPLVI. The MHC is H-2-Db with pseudo-sequence H-2-Db. The binding affinity (normalized) is 0.918. (9) The binding affinity (normalized) is 0.0847. The MHC is HLA-A26:01 with pseudo-sequence HLA-A26:01. The peptide sequence is VFSPFGYSF. (10) The peptide sequence is FVGLALLTL. The MHC is HLA-A68:01 with pseudo-sequence HLA-A68:01. The binding affinity (normalized) is 0.